From a dataset of Forward reaction prediction with 1.9M reactions from USPTO patents (1976-2016). Predict the product of the given reaction. (1) The product is: [CH2:1]([O:3][C:4]1[CH:9]=[CH:8][C:7]([C:10]2[Te:11][C:12]([CH2:15][CH2:16][CH3:17])=[CH:13][CH:14]=2)=[C:6]([F:18])[C:5]=1[F:19])[CH3:2]. Given the reactants [CH2:1]([O:3][C:4]1[CH:9]=[CH:8][C:7]([C:10]2[Te:11][C:12]([CH:15]=[CH:16][CH3:17])=[CH:13][CH:14]=2)=[C:6]([F:18])[C:5]=1[F:19])[CH3:2], predict the reaction product. (2) Given the reactants Br[CH:2]([C:24]1[O:25][C:26]2[CH:32]=[CH:31][CH:30]=[CH:29][C:27]=2[CH:28]=1)[CH:3]1[CH2:8][CH2:7][CH2:6][CH2:5][N:4]1[C:9]([C:11]1[N:12]=[C:13]([CH3:23])[S:14][C:15]=1[C:16]1[CH:21]=[CH:20][C:19]([F:22])=[CH:18][CH:17]=1)=[O:10].C[CH2:34][N:35](C1C=CC(C(C2C(S([O-])(=O)=O)=CC(S([O-])(=O)=O)=C(O)C=2)=C2C=CC(=[N+](CC)CC)C=C2)=CC=1)CC.CCN(C1C=CC(C(C2C(S([O-])(=O)=O)=CC(S([O-])(=O)=O)=C(O)C=2)=C2C=CC(=[N+](CC)CC)C=C2)=CC=1)CC.[Ca+2].[Cu]C#N, predict the reaction product. The product is: [C:34]([C:29]1[C:27]2[CH:28]=[C:24]([CH2:2][CH:3]3[CH2:8][CH2:7][CH2:6][CH2:5][N:4]3[C:9]([C:11]3[N:12]=[C:13]([CH3:23])[S:14][C:15]=3[C:16]3[CH:21]=[CH:20][C:19]([F:22])=[CH:18][CH:17]=3)=[O:10])[O:25][C:26]=2[CH:32]=[CH:31][CH:30]=1)#[N:35]. (3) Given the reactants [Cl:1][C:2]1[N:7]=[N:6][C:5]([O:8][CH2:9][C:10]([O:12]CC)=O)=[CH:4][CH:3]=1.[CH2:15]([N:22]1[CH2:27][CH2:26][CH:25]([NH:28][CH:29]2[CH2:31][CH2:30]2)[CH2:24][CH2:23]1)[C:16]1[CH:21]=[CH:20][CH:19]=[CH:18][CH:17]=1, predict the reaction product. The product is: [CH2:15]([N:22]1[CH2:23][CH2:24][CH:25]([N:28]([CH:29]2[CH2:30][CH2:31]2)[C:10](=[O:12])[CH2:9][O:8][C:5]2[N:6]=[N:7][C:2]([Cl:1])=[CH:3][CH:4]=2)[CH2:26][CH2:27]1)[C:16]1[CH:17]=[CH:18][CH:19]=[CH:20][CH:21]=1. (4) Given the reactants [CH:1]1[C:14]2[C:5](=[N:6][CH:7]=[C:8]3[C:13]=2[CH:12]=[CH:11][CH:10]=[CH:9]3)[CH:4]=[CH:3][CH:2]=1.[C:15](Cl)(=[O:22])[C:16]1[CH:21]=[CH:20][CH:19]=[CH:18][CH:17]=1.[NH:24]1[C:32]2[C:27](=[CH:28][CH:29]=[CH:30][CH:31]=2)[CH:26]=[CH:25]1, predict the reaction product. The product is: [NH:24]1[C:32]2[C:27](=[CH:28][CH:29]=[CH:30][CH:31]=2)[C:26]([CH:7]2[C:8]3[C:13](=[CH:12][CH:11]=[CH:10][CH:9]=3)[C:14]3[CH:1]=[CH:2][CH:3]=[CH:4][C:5]=3[N:6]2[C:15]([C:16]2[CH:21]=[CH:20][CH:19]=[CH:18][CH:17]=2)=[O:22])=[CH:25]1. (5) Given the reactants [F:1][C:2]1[CH:3]=[C:4]([CH2:8][CH2:9][C@@H:10]2[CH2:14][CH2:13][CH2:12][N:11]2[C:15](=O)[CH3:16])[CH:5]=[CH:6][CH:7]=1.[H-].[Al+3].[Li+].[H-].[H-].[H-].[OH-].[Na+].S(=O)(=O)(O)[O-].[Na+], predict the reaction product. The product is: [CH2:15]([N:11]1[CH2:12][CH2:13][CH2:14][C@H:10]1[CH2:9][CH2:8][C:4]1[CH:5]=[CH:6][CH:7]=[C:2]([F:1])[CH:3]=1)[CH3:16].